From a dataset of Full USPTO retrosynthesis dataset with 1.9M reactions from patents (1976-2016). Predict the reactants needed to synthesize the given product. (1) Given the product [CH2:1]([O:3][C:4](=[O:18])[CH:5]([O:15][CH2:16][CH3:17])[CH2:6][C:7]1[CH:12]=[CH:11][C:10]([O:13][CH2:25][C:24]2[S:23][C:22]([C:27]3[CH:28]=[CH:29][CH:30]=[CH:31][CH:32]=3)=[N:21][C:20]=2[CH3:19])=[C:9]([F:14])[CH:8]=1)[CH3:2], predict the reactants needed to synthesize it. The reactants are: [CH2:1]([O:3][C:4](=[O:18])[CH:5]([O:15][CH2:16][CH3:17])[CH2:6][C:7]1[CH:12]=[CH:11][C:10]([OH:13])=[C:9]([F:14])[CH:8]=1)[CH3:2].[CH3:19][C:20]1[N:21]=[C:22]([C:27]2[CH:32]=[CH:31][CH:30]=[CH:29][CH:28]=2)[S:23][C:24]=1[CH2:25]O.C1(P(C2C=CC=CC=2)C2C=CC=CC=2)C=CC=CC=1.N(C(OCC)=O)=NC(OCC)=O. (2) Given the product [NH2:31][CH:7]([CH2:8][C:9]1[C:17]2[C:12](=[CH:13][CH:14]=[C:15]([C:18]3[CH:23]=[CH:22][C:21]([O:24][C:25]4[CH:30]=[CH:29][CH:28]=[CH:27][CH:26]=4)=[CH:20][CH:19]=3)[CH:16]=2)[NH:11][CH:10]=1)[C:6]([OH:32])=[O:5], predict the reactants needed to synthesize it. The reactants are: [OH-].[Na+].C([O:5][C:6](=[O:32])[CH:7]([NH2:31])[CH2:8][C:9]1[C:17]2[C:12](=[CH:13][CH:14]=[C:15]([C:18]3[CH:23]=[CH:22][C:21]([O:24][C:25]4[CH:30]=[CH:29][CH:28]=[CH:27][CH:26]=4)=[CH:20][CH:19]=3)[CH:16]=2)[NH:11][CH:10]=1)C.